This data is from Full USPTO retrosynthesis dataset with 1.9M reactions from patents (1976-2016). The task is: Predict the reactants needed to synthesize the given product. (1) Given the product [CH3:27][O:26][CH2:25][CH2:24][O:23][CH2:22][CH2:21][N:18]1[C:19]2[CH:6]=[CH:7][CH:8]=[CH:9][C:10]=2[O:11][C:12]2[C:17]1=[CH:16][CH:15]=[CH:14][CH:13]=2, predict the reactants needed to synthesize it. The reactants are: C([Li])CCC.[CH:6]1[C:19]2[NH:18][C:17]3[C:12](=[CH:13][CH:14]=[CH:15][CH:16]=3)[O:11][C:10]=2[CH:9]=[CH:8][CH:7]=1.Br[CH2:21][CH2:22][O:23][CH2:24][CH2:25][O:26][CH3:27]. (2) Given the product [CH2:11]([N:18]1[CH:6]2[CH2:5][CH2:25][CH:20]1[CH2:21][C:3](=[O:4])[CH2:7]2)[C:12]1[CH:17]=[CH:16][CH:15]=[CH:14][CH:13]=1, predict the reactants needed to synthesize it. The reactants are: CO[CH:3]1[CH2:7][CH2:6][CH:5](OC)[O:4]1.Cl.[CH2:11]([NH2:18])[C:12]1[CH:17]=[CH:16][CH:15]=[CH:14][CH:13]=1.O=[C:20]([CH2:25]C(O)=O)[CH2:21]C(O)=O.C([O-])(=O)C.[Na+].[OH-].[Na+]. (3) Given the product [Cl:1][C:2]1[CH:7]=[CH:6][C:5]([C:8]2[N:12]=[C:11]([CH2:13][C:14]([Cl:27])=[O:15])[N:10]([CH2:17][CH3:18])[N:9]=2)=[CH:4][CH:3]=1, predict the reactants needed to synthesize it. The reactants are: [Cl:1][C:2]1[CH:7]=[CH:6][C:5]([C:8]2[N:12]=[C:11]([CH2:13][C:14](O)=[O:15])[N:10]([CH2:17][CH3:18])[N:9]=2)=[CH:4][CH:3]=1.CN(C=O)C.C(Cl)(=O)C([Cl:27])=O. (4) The reactants are: [F:1][C@H:2]1[CH2:6][NH:5][C@H:4]([C:7]([NH:9][CH2:10][C:11]2[CH:16]=[C:15]([C:17]3[CH:18]=[N:19][C:20]([C:23]([F:26])([F:25])[F:24])=[N:21][CH:22]=3)[N:14]=[C:13]([CH3:27])[CH:12]=2)=[O:8])[CH2:3]1.C(N(CC)CC)C.[F:35][C:36]1[CH:41]=[CH:40][C:39]([S:42](Cl)(=[O:44])=[O:43])=[CH:38][CH:37]=1. Given the product [F:1][C@H:2]1[CH2:6][N:5]([S:42]([C:39]2[CH:40]=[CH:41][C:36]([F:35])=[CH:37][CH:38]=2)(=[O:44])=[O:43])[C@H:4]([C:7]([NH:9][CH2:10][C:11]2[CH:16]=[C:15]([C:17]3[CH:22]=[N:21][C:20]([C:23]([F:26])([F:25])[F:24])=[N:19][CH:18]=3)[N:14]=[C:13]([CH3:27])[CH:12]=2)=[O:8])[CH2:3]1, predict the reactants needed to synthesize it. (5) Given the product [Cl:13][C:14]1[CH:15]=[C:16]2[C:21](=[C:22]([Cl:24])[CH:23]=1)[CH2:20][N:19]([CH3:25])[CH2:18][CH:17]2[C:26]1[CH:27]=[C:28]([S:32]([NH:2][CH:3]([CH2:8][C:9]([O:11][CH3:12])=[O:10])[C:4]([O:6][CH3:7])=[O:5])(=[O:34])=[O:33])[CH:29]=[CH:30][CH:31]=1, predict the reactants needed to synthesize it. The reactants are: Cl.[NH2:2][CH:3]([CH2:8][C:9]([O:11][CH3:12])=[O:10])[C:4]([O:6][CH3:7])=[O:5].[Cl:13][C:14]1[CH:15]=[C:16]2[C:21](=[C:22]([Cl:24])[CH:23]=1)[CH2:20][N:19]([CH3:25])[CH2:18][CH:17]2[C:26]1[CH:27]=[C:28]([S:32](Cl)(=[O:34])=[O:33])[CH:29]=[CH:30][CH:31]=1.